Predict the product of the given reaction. From a dataset of Forward reaction prediction with 1.9M reactions from USPTO patents (1976-2016). Given the reactants C([O:8][C:9]1[N:10]=[N:11][C:12](/[CH:23]=[CH:24]/[C:25]2[CH:30]=[C:29]([F:31])[CH:28]=[C:27]([F:32])[CH:26]=2)=[CH:13][C:14]=1[O:15]CC1C=CC=CC=1)C1C=CC=CC=1, predict the reaction product. The product is: [F:32][C:27]1[CH:26]=[C:25]([CH2:24][CH2:23][C:12]2[CH:13]=[C:14]([OH:15])[C:9](=[O:8])[NH:10][N:11]=2)[CH:30]=[C:29]([F:31])[CH:28]=1.